Dataset: Full USPTO retrosynthesis dataset with 1.9M reactions from patents (1976-2016). Task: Predict the reactants needed to synthesize the given product. (1) Given the product [CH:26]1([CH2:29][N:30]2[CH2:31][CH2:32][CH:33]([C:36]([N:12]3[CH2:13][CH:9]([C:4]4[CH:5]=[CH:6][C:7]([Cl:8])=[C:2]([Cl:1])[CH:3]=4)[CH:10]([N:14]([CH3:25])[C:15](=[O:24])[CH2:16][C:17]4[CH:18]=[CH:19][C:20]([F:23])=[CH:21][CH:22]=4)[CH2:11]3)=[O:37])[CH2:34][CH2:35]2)[CH2:27][CH2:28]1, predict the reactants needed to synthesize it. The reactants are: [Cl:1][C:2]1[CH:3]=[C:4]([CH:9]2[CH2:13][NH:12][CH2:11][CH:10]2[N:14]([CH3:25])[C:15](=[O:24])[CH2:16][C:17]2[CH:22]=[CH:21][C:20]([F:23])=[CH:19][CH:18]=2)[CH:5]=[CH:6][C:7]=1[Cl:8].[CH:26]1([CH2:29][N:30]2[CH2:35][CH2:34][CH:33]([C:36](O)=[O:37])[CH2:32][CH2:31]2)[CH2:28][CH2:27]1. (2) Given the product [S:31]1[CH:32]=[CH:33][CH:34]=[C:30]1[C:2]1[C:15]2[S:14][C:13]3[C:8](=[CH:9][CH:10]=[CH:11][C:12]=3[C:32]3[S:31][CH:30]=[CH:34][CH:33]=3)[S:7][C:6]=2[CH:5]=[CH:4][CH:3]=1, predict the reactants needed to synthesize it. The reactants are: Br[C:2]1[C:15]2[S:14][C:13]3[C:8](=[CH:9][CH:10]=[CH:11][C:12]=3Br)[S:7][C:6]=2[CH:5]=[CH:4][CH:3]=1.C([Sn]([C:30]1[S:31][CH:32]=[CH:33][CH:34]=1)(CCCC)CCCC)CCC. (3) Given the product [F:13][C:14]1[CH:19]=[CH:18][C:17]([C:20]2[C:29]([CH:30]([OH:31])[C:3]3[CH:8]=[CH:7][C:6]([C:9]([F:12])([F:11])[F:10])=[CH:5][CH:4]=3)=[C:28]([CH:32]([CH3:33])[CH3:34])[CH:27]=[C:26]3[C:21]=2[C:22](=[O:37])[CH2:23][C:24]([CH3:35])([CH3:36])[O:25]3)=[CH:16][CH:15]=1, predict the reactants needed to synthesize it. The reactants are: Br[Mg][C:3]1[CH:8]=[CH:7][C:6]([C:9]([F:12])([F:11])[F:10])=[CH:5][CH:4]=1.[F:13][C:14]1[CH:19]=[CH:18][C:17]([C:20]2[C:29]([CH:30]=[O:31])=[C:28]([CH:32]([CH3:34])[CH3:33])[CH:27]=[C:26]3[C:21]=2[C:22](=[O:37])[CH2:23][C:24]([CH3:36])([CH3:35])[O:25]3)=[CH:16][CH:15]=1.C(=O)(O)[O-].[Na+]. (4) Given the product [Cl:18][C:15]1[N:14]([C:19]2[CH:20]=[CH:21][CH:22]=[CH:23][CH:24]=2)[C:9]2=[C:10]([C:12]#[N:13])[N:11]=[C:6]([C:4]([NH:26][CH2:27][C:28]([OH:30])=[O:29])=[O:5])[C:7]([OH:25])=[C:8]2[C:16]=1[Cl:17], predict the reactants needed to synthesize it. The reactants are: C(O[C:4]([C:6]1[C:7]([OH:25])=[C:8]2[C:16]([Cl:17])=[C:15]([Cl:18])[N:14]([C:19]3[CH:24]=[CH:23][CH:22]=[CH:21][CH:20]=3)[C:9]2=[C:10]([C:12]#[N:13])[N:11]=1)=[O:5])C.[NH2:26][CH2:27][C:28]([OH:30])=[O:29].C[O-].[Na+].CO. (5) Given the product [CH3:1][C:2]1[CH:6]=[C:5]([CH3:7])[N:4]([C:8]2[N:13]=[C:12]([NH:14][C:15](=[O:17])[CH3:16])[CH:11]=[C:10]([C:18]3[CH:19]=[C:20]([CH:24]=[O:25])[CH:21]=[CH:22][C:23]=3[O:27][CH3:26])[N:9]=2)[N:3]=1, predict the reactants needed to synthesize it. The reactants are: [CH3:1][C:2]1[CH:6]=[C:5]([CH3:7])[N:4]([C:8]2[N:13]=[C:12]([NH:14][C:15](=[O:17])[CH3:16])[CH:11]=[C:10]([C:18]3[CH:23]=[CH:22][CH:21]=[C:20]([CH:24]=[O:25])[CH:19]=3)[N:9]=2)[N:3]=1.[CH3:26][O:27]C1C=CC(C=O)=CC=1B(O)O. (6) Given the product [Cl:1][C:2]1[CH:7]=[CH:6][C:5]([S:8]([N:11]([C@H:12]([CH2:16][CH2:17][C:18]([F:21])([F:19])[F:20])[C:13]([NH2:15])=[O:14])[CH2:23][C:24]2[CH:31]=[CH:30][C:27]([C:28]#[N:29])=[CH:26][C:25]=2[F:32])(=[O:10])=[O:9])=[CH:4][CH:3]=1, predict the reactants needed to synthesize it. The reactants are: [Cl:1][C:2]1[CH:7]=[CH:6][C:5]([S:8]([NH:11][C@H:12]([CH2:16][CH2:17][C:18]([F:21])([F:20])[F:19])[C:13]([NH2:15])=[O:14])(=[O:10])=[O:9])=[CH:4][CH:3]=1.Br[CH2:23][C:24]1[CH:31]=[CH:30][C:27]([C:28]#[N:29])=[CH:26][C:25]=1[F:32].C([O-])([O-])=O.[Cs+].[Cs+]. (7) Given the product [Cl:58][CH2:57][C@H:26]1[C:27]2[C:28]3[CH:56]=[CH:55][CH:54]=[CH:53][C:29]=3[C:30]([NH:33][C:34](=[O:52])[C@@H:35]([NH:37][C:38](=[O:51])[C@@H:39]([NH:43][C:44](=[O:50])[O:45][C:46]([CH3:48])([CH3:49])[CH3:47])[CH:40]([CH3:41])[CH3:42])[CH3:36])=[CH:31][C:32]=2[N:24]([C:22](=[O:23])[CH2:21][CH2:20][CH2:19][C:18]([N:15]2[C:16]3[C:12](=[C:11]4[C:62]([CH3:65])=[CH:63][S:64][C:10]4=[C:9]([OH:8])[CH:17]=3)[C@H:13]([CH2:60][Cl:61])[CH2:14]2)=[O:59])[CH2:25]1, predict the reactants needed to synthesize it. The reactants are: C([O:8][C:9]1[CH:17]=[C:16]2[C:12]([C@H:13]([CH2:60][Cl:61])[CH2:14][N:15]2[C:18](=[O:59])[CH2:19][CH2:20][CH2:21][C:22]([N:24]2[C:32]3[CH:31]=[C:30]([NH:33][C:34](=[O:52])[C@@H:35]([NH:37][C:38](=[O:51])[C@@H:39]([NH:43][C:44](=[O:50])[O:45][C:46]([CH3:49])([CH3:48])[CH3:47])[CH:40]([CH3:42])[CH3:41])[CH3:36])[C:29]4[CH:53]=[CH:54][CH:55]=[CH:56][C:28]=4[C:27]=3[C@H:26]([CH2:57][Cl:58])[CH2:25]2)=[O:23])=[C:11]2[C:62]([CH3:65])=[CH:63][S:64][C:10]=12)C1C=CC=CC=1.C([O-])=O.[NH4+]. (8) Given the product [C:11]([OH:20])(=[O:19])[CH:12]([CH:14]([C:16]([OH:18])=[O:17])[OH:15])[OH:13], predict the reactants needed to synthesize it. The reactants are: C[C@@H]1OC(=O)[C@H](C)OC1=O.[C:11]([OH:20])(=[O:19])[C@@H:12]([C@H:14]([C:16]([OH:18])=[O:17])[OH:15])[OH:13]. (9) The reactants are: C[O:2][C:3]1[CH:12]=[C:11]2[C:6]([CH2:7][CH:8]([NH:13][CH2:14][CH2:15][CH3:16])[CH2:9][O:10]2)=[CH:5][CH:4]=1.B(Br)(Br)[Br:18].CO. Given the product [BrH:18].[CH2:14]([NH:13][CH:8]1[CH2:7][C:6]2[C:11](=[CH:12][C:3]([OH:2])=[CH:4][CH:5]=2)[O:10][CH2:9]1)[CH2:15][CH3:16], predict the reactants needed to synthesize it. (10) Given the product [CH:18]1([NH:21][C:2]2[CH:7]=[C:6]([C:8]3[CH:13]=[CH:12][C:11]([Cl:14])=[C:10]([Cl:15])[C:9]=3[Cl:16])[N:5]=[C:4]([NH2:17])[N:3]=2)[CH2:20][CH2:19]1, predict the reactants needed to synthesize it. The reactants are: Cl[C:2]1[CH:7]=[C:6]([C:8]2[CH:13]=[CH:12][C:11]([Cl:14])=[C:10]([Cl:15])[C:9]=2[Cl:16])[N:5]=[C:4]([NH2:17])[N:3]=1.[CH:18]1([NH2:21])[CH2:20][CH2:19]1.C(N(CC)CC)C.